Dataset: Forward reaction prediction with 1.9M reactions from USPTO patents (1976-2016). Task: Predict the product of the given reaction. (1) Given the reactants [O:1]1[C:5]2[CH:6]=[CH:7][C:8](B(O)O)=[CH:9][C:4]=2[O:3][CH2:2]1.[C:13]([O:17][C:18]([N:20]1[CH2:25][CH2:24][CH:23]([C:26](SC2C=CC=CC=2)=[O:27])[CH2:22][CH2:21]1)=[O:19])([CH3:16])([CH3:15])[CH3:14], predict the reaction product. The product is: [C:13]([O:17][C:18]([N:20]1[CH2:25][CH2:24][CH:23]([C:26]([C:8]2[CH:7]=[CH:6][C:5]3[O:1][CH2:2][O:3][C:4]=3[CH:9]=2)=[O:27])[CH2:22][CH2:21]1)=[O:19])([CH3:16])([CH3:15])[CH3:14]. (2) Given the reactants [Br:1][C:2]1[N:7]=[C:6]2[C:8]([C:11]([OH:13])=O)=[CH:9][NH:10][C:5]2=[N:4][CH:3]=1.C(N)C.CN(C(ON1N=[N:32][C:27]2[CH:28]=CC=N[C:26]1=2)=[N+](C)C)C.F[P-](F)(F)(F)(F)F, predict the reaction product. The product is: [Br:1][C:2]1[N:7]=[C:6]2[C:8]([C:11]([NH:32][CH:27]([CH3:28])[CH3:26])=[O:13])=[CH:9][NH:10][C:5]2=[N:4][CH:3]=1. (3) Given the reactants [CH3:1][O:2][C:3]1[CH:4]=[CH:5][C:6]2[CH2:12][C:11](=[O:13])[CH2:10][CH2:9][CH2:8][C:7]=2[CH:14]=1.N1C[CH2:18][CH2:17][CH2:16]1.N1CCC=C1.C(Br)C=C, predict the reaction product. The product is: [CH2:18]([CH:12]1[C:6]2[CH:5]=[CH:4][C:3]([O:2][CH3:1])=[CH:14][C:7]=2[CH2:8][CH2:9][CH2:10][C:11]1=[O:13])[CH:17]=[CH2:16]. (4) Given the reactants Cl.N[C:3]1[NH:4][C:5](=[O:19])[C:6]2[N:7]([CH2:12][C:13]3[CH:18]=[CH:17][CH:16]=[CH:15][CH:14]=3)[CH:8]=[N:9][C:10]=2[N:11]=1.C(O)(=[O:22])C.N([O-])=O.[Na+], predict the reaction product. The product is: [CH2:12]([N:7]1[C:6]2[C:5](=[O:19])[NH:4][C:3](=[O:22])[NH:11][C:10]=2[N:9]=[CH:8]1)[C:13]1[CH:18]=[CH:17][CH:16]=[CH:15][CH:14]=1. (5) Given the reactants Br[C:2]1[C:3]([C:24]#[N:25])=[CH:4][CH:5]=[C:6]2[C:14]=1[NH:13][C:12]1[C:11]([CH3:16])([CH3:15])[C:10]3[CH:17]=[C:18]([O:21][CH3:22])[CH:19]=[CH:20][C:9]=3[C:8](=[O:23])[C:7]2=1.CC(C1C=C(C(C)C)C(C2C=CC=CC=2P(C2CCCCC2)C2CCCCC2)=C(C(C)C)C=1)C.[OH-:60].[Na+].C(Cl)(Cl)Cl.Cl, predict the reaction product. The product is: [OH:60][C:2]1[C:3]([C:24]#[N:25])=[CH:4][CH:5]=[C:6]2[C:14]=1[NH:13][C:12]1[C:11]([CH3:16])([CH3:15])[C:10]3[CH:17]=[C:18]([O:21][CH3:22])[CH:19]=[CH:20][C:9]=3[C:8](=[O:23])[C:7]2=1. (6) Given the reactants [Cl:1][C:2]1[CH:7]=[CH:6][C:5]([CH:8]2[C:13]([C:14]3[CH:19]=[CH:18][C:17]([S:20][CH3:21])=[CH:16][CH:15]=3)=[N:12][NH:11][C:10](=[O:22])[CH2:9]2)=[CH:4][CH:3]=1.BrBr, predict the reaction product. The product is: [Cl:1][C:2]1[CH:7]=[CH:6][C:5]([C:8]2[C:13]([C:14]3[CH:19]=[CH:18][C:17]([S:20][CH3:21])=[CH:16][CH:15]=3)=[N:12][NH:11][C:10](=[O:22])[CH:9]=2)=[CH:4][CH:3]=1. (7) Given the reactants [N:1]1[CH:6]=[CH:5][CH:4]=[CH:3][C:2]=1[CH3:7].C([Li])CCC.CCCCCC.[C:19]1(=[O:28])[C:27]2[C:22](=[CH:23][CH:24]=[CH:25][CH:26]=2)[CH2:21][CH2:20]1.Cl, predict the reaction product. The product is: [N:1]1[CH:6]=[CH:5][CH:4]=[CH:3][C:2]=1[CH2:7][C:19]1([OH:28])[C:27]2[C:22](=[CH:23][CH:24]=[CH:25][CH:26]=2)[CH2:21][CH2:20]1.